Dataset: Catalyst prediction with 721,799 reactions and 888 catalyst types from USPTO. Task: Predict which catalyst facilitates the given reaction. Reactant: [C:1]([N:5]1[CH2:10][CH2:9][CH:8]([CH2:11][C:12]([OH:14])=O)[CH2:7][CH2:6]1)([CH3:4])([CH3:3])[CH3:2].[NH2:15][C:16]1[CH:21]=[CH:20][CH:19]=[CH:18][CH:17]=1.C1C=CC2N(O)N=NC=2C=1.C(Cl)CCl. Product: [C:1]([N:5]1[CH2:6][CH2:7][CH:8]([CH2:11][C:12]([NH:15][C:16]2[CH:21]=[CH:20][CH:19]=[CH:18][CH:17]=2)=[O:14])[CH2:9][CH2:10]1)([CH3:2])([CH3:3])[CH3:4]. The catalyst class is: 3.